Predict the product of the given reaction. From a dataset of Forward reaction prediction with 1.9M reactions from USPTO patents (1976-2016). (1) Given the reactants [NH2:1][C:2]1[C:3]2[N:4]([C:8]([C@@H:25]3[CH2:30][CH2:29][CH2:28][CH2:27][NH:26]3)=[N:9][C:10]=2[C:11]2[CH:24]=[CH:23][C:14]([C:15]([NH:17][C:18]3[CH:22]=[CH:21][O:20][N:19]=3)=[O:16])=[CH:13][CH:12]=2)[CH:5]=[CH:6][N:7]=1.[C:31](O)(=[O:35])[C:32]#[C:33][CH3:34], predict the reaction product. The product is: [NH2:1][C:2]1[C:3]2[N:4]([C:8]([C@@H:25]3[CH2:30][CH2:29][CH2:28][CH2:27][N:26]3[C:31](=[O:35])[C:32]#[C:33][CH3:34])=[N:9][C:10]=2[C:11]2[CH:12]=[CH:13][C:14]([C:15]([NH:17][C:18]3[CH:22]=[CH:21][O:20][N:19]=3)=[O:16])=[CH:23][CH:24]=2)[CH:5]=[CH:6][N:7]=1. (2) Given the reactants [OH:1][CH2:2][C@H:3]1[N:8]([C:9](=O)[C:10]([F:13])([F:12])[F:11])[CH2:7][CH2:6][N:5]([C:15]([O:17][C:18]([CH3:21])([CH3:20])[CH3:19])=[O:16])[CH2:4]1, predict the reaction product. The product is: [OH:1][CH2:2][C@H:3]1[N:8]([CH2:9][C:10]([F:11])([F:12])[F:13])[CH2:7][CH2:6][N:5]([C:15]([O:17][C:18]([CH3:21])([CH3:20])[CH3:19])=[O:16])[CH2:4]1. (3) Given the reactants [O:1]=[S:2]1(=[O:27])[CH2:7][CH2:6][N:5]([CH2:8][CH2:9][N:10]([CH2:23][CH2:24][O:25][CH3:26])S(C2C=CC=CC=2[N+]([O-])=O)(=O)=O)[CH2:4][CH2:3]1.C1(S)C=CC=CC=1.C(=O)([O-])[O-].[K+].[K+], predict the reaction product. The product is: [O:27]=[S:2]1(=[O:1])[CH2:3][CH2:4][N:5]([CH2:8][CH2:9][NH:10][CH2:23][CH2:24][O:25][CH3:26])[CH2:6][CH2:7]1. (4) Given the reactants C(P(C(C)(C)C)C(C)(C)C)(C)(C)C.Br[C:15]1[C:16]2[C:21]([C:22]([C:29]3[C:38]4[C:33](=[CH:34][CH:35]=[CH:36][CH:37]=4)[C:32]([CH3:39])=[CH:31][CH:30]=3)=[C:23]3[C:28]=1[CH:27]=[CH:26][CH:25]=[CH:24]3)=[CH:20][CH:19]=[CH:18][CH:17]=2.[C:40]1([OH:46])[CH:45]=[CH:44][CH:43]=[CH:42][CH:41]=1.P([O-])([O-])([O-])=O.[K+].[K+].[K+].Cl, predict the reaction product. The product is: [CH3:39][C:32]1[C:33]2[C:38](=[CH:37][CH:36]=[CH:35][CH:34]=2)[C:29]([C:22]2[C:23]3[C:28](=[CH:27][CH:26]=[CH:25][CH:24]=3)[C:15]([O:46][C:40]3[CH:45]=[CH:44][CH:43]=[CH:42][CH:41]=3)=[C:16]3[C:21]=2[CH:20]=[CH:19][CH:18]=[CH:17]3)=[CH:30][CH:31]=1.